From a dataset of Peptide-MHC class I binding affinity with 185,985 pairs from IEDB/IMGT. Regression. Given a peptide amino acid sequence and an MHC pseudo amino acid sequence, predict their binding affinity value. This is MHC class I binding data. The peptide sequence is RAAHRRQSV. The MHC is HLA-A11:01 with pseudo-sequence HLA-A11:01. The binding affinity (normalized) is 0.0847.